This data is from Catalyst prediction with 721,799 reactions and 888 catalyst types from USPTO. The task is: Predict which catalyst facilitates the given reaction. (1) Reactant: [NH2:1][C:2]1[CH:3]=[C:4]([CH:16]=[C:17]([Cl:20])[C:18]=1[CH3:19])[C:5]([NH:7][CH2:8][C:9]1[CH:14]=[CH:13][CH:12]=[C:11]([Cl:15])[CH:10]=1)=[O:6].[N:21]([O-])=O.[Na+].N1C2C(=CC=CC=2)C=N1. Product: [Cl:20][C:17]1[CH:16]=[C:4]([C:5]([NH:7][CH2:8][C:9]2[CH:14]=[CH:13][CH:12]=[C:11]([Cl:15])[CH:10]=2)=[O:6])[CH:3]=[C:2]2[C:18]=1[CH:19]=[N:21][NH:1]2. The catalyst class is: 33. (2) Reactant: [CH:1]1([NH:6][C:7](=[O:16])[O:8][CH2:9][C:10]2[CH:15]=[CH:14][CH:13]=[CH:12][CH:11]=2)[CH2:5][CH:4]=[CH:3][CH2:2]1.C1C=C(Cl)C=C(C(OO)=[O:25])C=1. Product: [CH:3]12[O:25][CH:4]1[CH2:5][CH:1]([NH:6][C:7](=[O:16])[O:8][CH2:9][C:10]1[CH:11]=[CH:12][CH:13]=[CH:14][CH:15]=1)[CH2:2]2. The catalyst class is: 2.